From a dataset of Catalyst prediction with 721,799 reactions and 888 catalyst types from USPTO. Predict which catalyst facilitates the given reaction. Reactant: C([C:3]1[CH:4]=[C:5]2[C:9](=[CH:10][CH:11]=1)[N:8]([CH:12]1[CH2:17][CH2:16][CH2:15][CH2:14][O:13]1)[N:7]=[C:6]2[C:18]1[CH:19]=[C:20]([CH:24]=[CH:25][CH:26]=1)[C:21](O)=[O:22])#N.Cl.[NH2:28][CH:29]1[CH2:37][C:36]2[C:31](=[CH:32][CH:33]=[CH:34][CH:35]=2)[CH2:30]1.C1C=CC2N(O)N=[N:44][C:42]=2C=1.CCN=C=NCCCN(C)C.Cl.C(N(CC)CC)C. Product: [C:42]([CH:15]1[CH2:14][O:13][CH:12]([N:8]2[C:9]3[C:5](=[CH:4][CH:3]=[CH:11][CH:10]=3)[C:6]([C:18]3[CH:19]=[C:20]([C:21]([NH:28][CH:29]4[CH2:37][C:36]5[C:31](=[CH:32][CH:33]=[CH:34][CH:35]=5)[CH2:30]4)=[O:22])[CH:24]=[CH:25][CH:26]=3)=[N:7]2)[CH2:17][CH2:16]1)#[N:44]. The catalyst class is: 118.